Dataset: Full USPTO retrosynthesis dataset with 1.9M reactions from patents (1976-2016). Task: Predict the reactants needed to synthesize the given product. (1) Given the product [CH:2]([C:3]1[NH:5][C:21]2[C:20]([CH:19]=1)=[CH:25][CH:24]=[CH:23][CH:22]=2)=[O:27], predict the reactants needed to synthesize it. The reactants are: C1C(=O)[N:5](Br)[C:3](=O)[CH2:2]1.[C:19](OO[C:19](=O)[C:20]1[CH:25]=[CH:24][CH:23]=[CH:22][CH:21]=1)(=O)[C:20]1[CH:25]=[CH:24][CH:23]=[CH:22][CH:21]=1.[OH2:27]. (2) Given the product [C:28]([C:30]1[CH:31]=[C:32]([C:33]2[O:1][N:2]=[C:3]([C:5]3[CH:13]=[CH:12][C:11]4[NH:10][C:9]5[CH:14]([CH2:17][C:18]([OH:20])=[O:19])[CH2:15][CH2:16][C:8]=5[C:7]=4[CH:6]=3)[N:4]=2)[CH:36]=[CH:37][C:38]=1[O:39][CH:40]([C:41]([F:42])([F:44])[F:43])[C:45]([F:46])([F:47])[F:48])#[N:29], predict the reactants needed to synthesize it. The reactants are: [OH:1][NH:2][C:3]([C:5]1[CH:13]=[CH:12][C:11]2[NH:10][C:9]3[CH:14]([CH2:17][C:18]([OH:20])=[O:19])[CH2:15][CH2:16][C:8]=3[C:7]=2[CH:6]=1)=[NH:4].C(N(CC)CC)C.[C:28]([C:30]1[CH:31]=[C:32]([CH:36]=[CH:37][C:38]=1[O:39][CH:40]([C:45]([F:48])([F:47])[F:46])[C:41]([F:44])([F:43])[F:42])[C:33](Cl)=O)#[N:29]. (3) Given the product [Cl:1][C:2]1[CH:3]=[C:4]([N:8]2[C:12]([C:13]3[CH:18]=[CH:17][CH:16]=[C:15]([O:19][CH2:20][CH2:21][CH2:22][OH:23])[CH:14]=3)=[CH:11][C:10]([C:24]([N:51]3[CH2:55][C:54](=[O:56])[NH:53][CH2:52]3)=[O:26])=[N:9]2)[CH:5]=[CH:6][CH:7]=1, predict the reactants needed to synthesize it. The reactants are: [Cl:1][C:2]1[CH:3]=[C:4]([N:8]2[C:12]([C:13]3[CH:18]=[CH:17][CH:16]=[C:15]([O:19][CH2:20][CH2:21][CH2:22][OH:23])[CH:14]=3)=[CH:11][C:10]([C:24]([OH:26])=O)=[N:9]2)[CH:5]=[CH:6][CH:7]=1.ClC1C=C(N2C(C3C=CC=C(OCCO)C=3)=CC(C([N:51]3[CH2:55][C:54](=[O:56])[NH:53][CH2:52]3)=O)=N2)C=CC=1. (4) Given the product [C:21]([C:20]1[CH:23]=[CH:24][C:25]([CH:27]2[CH2:28][CH2:29][N:30]([C:9]([C:8]3[CH:12]=[CH:13][C:14]([CH3:15])=[C:6]([NH:5][S:2]([CH3:1])(=[O:3])=[O:4])[CH:7]=3)=[O:11])[CH2:31][CH2:32]2)=[CH:26][C:19]=1[O:18][CH3:17])#[N:22], predict the reactants needed to synthesize it. The reactants are: [CH3:1][S:2]([NH:5][C:6]1[CH:7]=[C:8]([CH:12]=[CH:13][C:14]=1[CH3:15])[C:9]([OH:11])=O)(=[O:4])=[O:3].Cl.[CH3:17][O:18][C:19]1[CH:26]=[C:25]([CH:27]2[CH2:32][CH2:31][NH:30][CH2:29][CH2:28]2)[CH:24]=[CH:23][C:20]=1[C:21]#[N:22]. (5) Given the product [C:28]([C:30]1[CH:31]=[C:32]([CH:35]=[CH:36][CH:37]=1)[CH2:33][N:7]1[C:8]2[C:13](=[CH:12][CH:11]=[C:10]([C:21]3[CH:20]=[CH:19][C:18]4[O:17][CH2:16][O:24][C:23]=4[CH:22]=3)[CH:9]=2)[C:14]([NH:48][C:38](=[O:47])[CH:39]=[CH:40][C:41]2[CH:46]=[CH:45][CH:44]=[CH:43][CH:42]=2)=[C:6]1[C:4]([OH:3])=[O:5])#[N:29], predict the reactants needed to synthesize it. The reactants are: C([O:3][C:4]([C:6]1[NH:7][C:8]2[C:13]([CH:14]=1)=[CH:12][CH:11]=[C:10](Br)[CH:9]=2)=[O:5])C.[CH2:16]1[O:24][C:23]2[CH:22]=[CH:21][C:20](B(O)O)=[CH:19][C:18]=2[O:17]1.[C:28]([C:30]1[CH:31]=[C:32]([CH:35]=[CH:36][CH:37]=1)[CH2:33]Cl)#[N:29].[C:38]([NH2:48])(=[O:47])[CH:39]=[CH:40][C:41]1[CH:46]=[CH:45][CH:44]=[CH:43][CH:42]=1. (6) Given the product [CH2:20]([O:22][C:23]([C@:25]1([NH:37][C:17](=[O:19])[CH:9]([NH:8][C:1]([O:3][C:4]([CH3:5])([CH3:6])[CH3:7])=[O:2])[CH2:10][C:11]2[CH:12]=[CH:13][CH:14]=[CH:15][CH:16]=2)[CH2:30][C@H:29]([OH:31])[C@@H:28]2[C@H:26]1[C@H:27]2[C:32]([O:34][CH2:35][CH3:36])=[O:33])=[O:24])[CH3:21], predict the reactants needed to synthesize it. The reactants are: [C:1]([NH:8][C@H:9]([C:17]([OH:19])=O)[CH2:10][C:11]1[CH:16]=[CH:15][CH:14]=[CH:13][CH:12]=1)([O:3][C:4]([CH3:7])([CH3:6])[CH3:5])=[O:2].[CH2:20]([O:22][C:23]([C@:25]1([NH2:37])[CH2:30][C@H:29]([OH:31])[C@@H:28]2[C@H:26]1[C@H:27]2[C:32]([O:34][CH2:35][CH3:36])=[O:33])=[O:24])[CH3:21]. (7) The reactants are: [I-].[CH3:2][S+](C)(C)=O.[H-].[Na+].[Cl:9][C:10]1[CH:11]=[C:12]([C:19]([CH3:28])([CH3:27])[CH2:20][C:21](=[O:26])[C:22]([F:25])([F:24])[F:23])[C:13]2[O:17][CH2:16][CH2:15][C:14]=2[CH:18]=1. Given the product [Cl:9][C:10]1[CH:11]=[C:12]([C:19]([CH3:28])([CH3:27])[CH2:20][C:21]2([C:22]([F:23])([F:24])[F:25])[CH2:2][O:26]2)[C:13]2[O:17][CH2:16][CH2:15][C:14]=2[CH:18]=1, predict the reactants needed to synthesize it.